Dataset: Forward reaction prediction with 1.9M reactions from USPTO patents (1976-2016). Task: Predict the product of the given reaction. The product is: [F:1][C:2]1[CH:3]=[N:4][C:5]([C:8]2([NH2:9])[CH2:11][CH2:10]2)=[N:6][CH:7]=1. Given the reactants [F:1][C:2]1[CH:3]=[N:4][C:5]([C:8]#[N:9])=[N:6][CH:7]=1.[CH2:10]1COC[CH2:11]1.C([Mg]Br)C.B(F)(F)F, predict the reaction product.